Dataset: Full USPTO retrosynthesis dataset with 1.9M reactions from patents (1976-2016). Task: Predict the reactants needed to synthesize the given product. (1) Given the product [F:29][C:26]1[CH:25]=[CH:24][C:23]([O:22][CH2:21][CH2:20][C:18]2[N:19]=[C:15]([NH2:14])[S:16][CH:17]=2)=[CH:28][CH:27]=1, predict the reactants needed to synthesize it. The reactants are: C(O)(C(F)(F)F)=O.C(OC(=O)[NH:14][C:15]1[S:16][CH:17]=[C:18]([CH2:20][CH2:21][O:22][C:23]2[CH:28]=[CH:27][C:26]([F:29])=[CH:25][CH:24]=2)[N:19]=1)(C)(C)C. (2) Given the product [Br-:1].[CH3:2][NH:3][CH2:4][CH2:5][CH2:6][C:7]([NH:8][CH2:9][CH2:10][CH2:11][CH2:12][P+:13]([C:26]1[CH:27]=[CH:28][CH:29]=[CH:30][CH:31]=1)([C:20]1[CH:21]=[CH:22][CH:23]=[CH:24][CH:25]=1)[C:14]1[CH:15]=[CH:16][CH:17]=[CH:18][CH:19]=1)=[O:32], predict the reactants needed to synthesize it. The reactants are: [Br-:1].[CH3:2][N:3](C(=O)OC(C)(C)C)[CH2:4][CH2:5][CH2:6][C:7](=[O:32])[NH:8][CH2:9][CH2:10][CH2:11][CH2:12][P+:13]([C:26]1[CH:31]=[CH:30][CH:29]=[CH:28][CH:27]=1)([C:20]1[CH:25]=[CH:24][CH:23]=[CH:22][CH:21]=1)[C:14]1[CH:19]=[CH:18][CH:17]=[CH:16][CH:15]=1.Cl.C(OCC)C.N. (3) Given the product [CH3:9][C@@H:8]1[CH2:7][CH2:6][CH2:5][N:4]([C:10]([C:12]2[C:17]([C:18]3[N:23]=[CH:22][CH:21]=[CH:20][N:19]=3)=[CH:16][CH:15]=[C:14]([CH3:24])[N:13]=2)=[O:11])[C@@H:3]1[CH2:2][NH:1][C:26]1[CH:31]=[CH:30][C:29]([C:32]([F:35])([F:34])[F:33])=[CH:28][N:27]=1, predict the reactants needed to synthesize it. The reactants are: [NH2:1][CH2:2][C@@H:3]1[C@H:8]([CH3:9])[CH2:7][CH2:6][CH2:5][N:4]1[C:10]([C:12]1[C:17]([C:18]2[N:23]=[CH:22][CH:21]=[CH:20][N:19]=2)=[CH:16][CH:15]=[C:14]([CH3:24])[N:13]=1)=[O:11].F[C:26]1[CH:31]=[CH:30][C:29]([C:32]([F:35])([F:34])[F:33])=[CH:28][N:27]=1. (4) Given the product [F:1][C:2]1[CH:7]=[CH:6][CH:5]=[CH:4][C:3]=1[N:8]1[CH2:9][CH2:10][N:11]([CH2:14][CH2:15][NH:16][CH2:29][C:20]2[CH:19]=[C:18]([CH3:17])[N:22]([C:23]3[CH:28]=[CH:27][CH:26]=[CH:25][CH:24]=3)[N:21]=2)[CH2:12][CH2:13]1, predict the reactants needed to synthesize it. The reactants are: [F:1][C:2]1[CH:7]=[CH:6][CH:5]=[CH:4][C:3]=1[N:8]1[CH2:13][CH2:12][N:11]([CH2:14][CH2:15][NH2:16])[CH2:10][CH2:9]1.[CH3:17][C:18]1[N:22]([C:23]2[CH:28]=[CH:27][CH:26]=[CH:25][CH:24]=2)[N:21]=[C:20]([CH:29]=O)[CH:19]=1. (5) Given the product [Cl-:25].[CH3:36][C:33]1[N:32]=[CH:31][C:30]([NH:29][C:27]([CH2:26][N+:1]23[CH2:8][CH2:7][CH:4]([CH2:5][CH2:6]2)[C@@H:3]([O:9][C:10]([C:12]2([C:19]4[CH:20]=[CH:21][CH:22]=[CH:23][CH:24]=4)[CH2:18][CH2:17][CH2:16][CH2:15][CH2:14][CH2:13]2)=[O:11])[CH2:2]3)=[O:28])=[CH:35][CH:34]=1, predict the reactants needed to synthesize it. The reactants are: [N:1]12[CH2:8][CH2:7][CH:4]([CH2:5][CH2:6]1)[C@@H:3]([O:9][C:10]([C:12]1([C:19]3[CH:24]=[CH:23][CH:22]=[CH:21][CH:20]=3)[CH2:18][CH2:17][CH2:16][CH2:15][CH2:14][CH2:13]1)=[O:11])[CH2:2]2.[Cl:25][CH2:26][C:27]([NH:29][C:30]1[CH:31]=[N:32][C:33]([CH3:36])=[CH:34][CH:35]=1)=[O:28]. (6) Given the product [CH2:23]([O:30][C:31]1[CH:36]=[CH:35][N:34]([C:2]2[CH:7]=[CH:6][C:5]3[C:8]4[CH2:14][CH2:13][CH2:12][N:11]([C:15]([O:17][C:18]([CH3:21])([CH3:20])[CH3:19])=[O:16])[CH2:10][C:9]=4[S:22][C:4]=3[CH:3]=2)[C:33](=[O:37])[CH:32]=1)[C:24]1[CH:25]=[CH:26][CH:27]=[CH:28][CH:29]=1, predict the reactants needed to synthesize it. The reactants are: Br[C:2]1[CH:7]=[CH:6][C:5]2[C:8]3[CH2:14][CH2:13][CH2:12][N:11]([C:15]([O:17][C:18]([CH3:21])([CH3:20])[CH3:19])=[O:16])[CH2:10][C:9]=3[S:22][C:4]=2[CH:3]=1.[CH2:23]([O:30][C:31]1[CH:36]=[CH:35][NH:34][C:33](=[O:37])[CH:32]=1)[C:24]1[CH:29]=[CH:28][CH:27]=[CH:26][CH:25]=1. (7) Given the product [CH2:1]([C:8]1[C:9]([C:20]([F:23])([F:22])[F:21])=[N:10][C:11]2[C:16]([C:17]=1[Cl:18])=[CH:15][C:14]([C:30]([OH:31])([C:29]1[N:25]([CH3:24])[CH:26]=[N:27][CH:28]=1)[CH:32]1[CH2:37][CH2:36][N:35]([C:38](=[O:40])[CH3:46])[CH2:34][CH2:33]1)=[CH:13][CH:12]=2)[C:2]1[CH:7]=[CH:6][CH:5]=[CH:4][CH:3]=1.[C:54]([OH:56])([C:20]([F:23])([F:22])[F:21])=[O:55].[C:38]([OH:40])([C:20]([F:23])([F:22])[F:21])=[O:39], predict the reactants needed to synthesize it. The reactants are: [CH2:1]([C:8]1[C:9]([C:20]([F:23])([F:22])[F:21])=[N:10][C:11]2[C:16]([C:17]=1[Cl:18])=[CH:15][C:14](Br)=[CH:13][CH:12]=2)[C:2]1[CH:7]=[CH:6][CH:5]=[CH:4][CH:3]=1.[CH3:24][N:25]1[C:29]([C:30]([CH:32]2[CH2:37][CH2:36][N:35]([C:38]([O:40]C(C)(C)C)=[O:39])[CH2:34][CH2:33]2)=[O:31])=[CH:28][N:27]=[CH:26]1.[Li][CH2:46]CCC.CC(C)=O.[C:54](=[O:56])=[O:55].[NH4+].[Cl-]. (8) Given the product [O:60]1[CH:64]=[N:63][N:62]=[C:61]1[CH2:65][NH:66][C:15](=[O:16])[C@@H:14]([N:11]1[CH2:10][C:9]2([CH2:21][CH2:22][CH2:23][N:8]2[C:6]([O:5][C:1]([CH3:2])([CH3:3])[CH3:4])=[O:7])[C:12]1=[O:13])[C@H:18]([OH:20])[CH3:19], predict the reactants needed to synthesize it. The reactants are: [C:1]([O:5][C:6]([N:8]1[CH2:23][CH2:22][CH2:21][C:9]21[C:12](=[O:13])[N:11]([C@@H:14]([C@H:18]([OH:20])[CH3:19])[C:15](O)=[O:16])[CH2:10]2)=[O:7])([CH3:4])([CH3:3])[CH3:2].CCN(C(C)C)C(C)C.CN([P+](ON1N=NC2C=CC=CC1=2)(N(C)C)N(C)C)C.F[P-](F)(F)(F)(F)F.[O:60]1[CH:64]=[N:63][N:62]=[C:61]1[CH2:65][NH2:66]. (9) Given the product [F:2][C:3]1[CH:4]=[CH:5][C:6]2[N:15]=[C:14]([N:16]3[CH2:25][CH2:24][NH:23][C@@H:22]([CH2:21][CH2:20][O:19][CH3:18])[CH2:27]3)[C:13]3[CH:12]=[CH:11][S:10][C:9]=3[NH:8][C:7]=2[CH:17]=1, predict the reactants needed to synthesize it. The reactants are: Cl.[F:2][C:3]1[CH:4]=[CH:5][C:6]2[N:15]=[C:14]([NH2:16])[C:13]3[CH:12]=[CH:11][S:10][C:9]=3[NH:8][C:7]=2[CH:17]=1.[CH3:18][O:19][CH2:20][CH2:21][C@H:22]1[CH2:27]N[CH2:25][CH2:24][NH:23]1.CS(C)=O.C1(C)C=CC=CC=1.